Dataset: Peptide-MHC class I binding affinity with 185,985 pairs from IEDB/IMGT. Task: Regression. Given a peptide amino acid sequence and an MHC pseudo amino acid sequence, predict their binding affinity value. This is MHC class I binding data. (1) The peptide sequence is QKATLTEGVY. The MHC is HLA-A30:02 with pseudo-sequence HLA-A30:02. The binding affinity (normalized) is 0.746. (2) The peptide sequence is REVYDFAFRDLA. The MHC is H-2-Kb with pseudo-sequence H-2-Kb. The binding affinity (normalized) is 0.0118.